This data is from Catalyst prediction with 721,799 reactions and 888 catalyst types from USPTO. The task is: Predict which catalyst facilitates the given reaction. Reactant: C([O:3][C:4]([C:6]1[NH:30][C:9]2=[N:10][CH:11]=[CH:12][C:13]([O:14][C:15]3[CH:20]=[CH:19][C:18]([NH:21][C:22]([C:24]4([C:27]([OH:29])=O)[CH2:26][CH2:25]4)=[O:23])=[CH:17][CH:16]=3)=[C:8]2[CH:7]=1)=[O:5])C.C(N(C(C)C)CC)(C)C.[F:40][C:41]1[CH:47]=[CH:46][C:44]([NH2:45])=[CH:43][CH:42]=1. Product: [F:40][C:41]1[CH:47]=[CH:46][C:44]([NH:45][C:27]([C:24]2([C:22]([NH:21][C:18]3[CH:17]=[CH:16][C:15]([O:14][C:13]4[CH:12]=[CH:11][N:10]=[C:9]5[NH:30][C:6]([C:4]([OH:3])=[O:5])=[CH:7][C:8]=45)=[CH:20][CH:19]=3)=[O:23])[CH2:25][CH2:26]2)=[O:29])=[CH:43][CH:42]=1. The catalyst class is: 391.